From a dataset of Reaction yield outcomes from USPTO patents with 853,638 reactions. Predict the reaction yield, written as a fraction of the theoretical maximum amount of product (1.0 means a 100% yield; for example, 0.34 means a 34% yield). (1) The reactants are Br[C:2]1[C:7]2[S:8][C:9]([C:11]3[C:16]([Cl:17])=[CH:15][CH:14]=[CH:13][C:12]=3[Cl:18])=[N:10][C:6]=2[CH:5]=[CH:4][N:3]=1.[CH3:19][C:20]1[N:25]=[C:24]([NH2:26])[CH:23]=[C:22]([CH3:27])[N:21]=1.CC1(C)C2C(=C(P(C3C=CC=CC=3)C3C=CC=CC=3)C=CC=2)OC2C(P(C3C=CC=CC=3)C3C=CC=CC=3)=CC=CC1=2.C([O-])([O-])=O.[Cs+].[Cs+]. The catalyst is O1CCOCC1.C1C=CC(/C=C/C(/C=C/C2C=CC=CC=2)=O)=CC=1.C1C=CC(/C=C/C(/C=C/C2C=CC=CC=2)=O)=CC=1.C1C=CC(/C=C/C(/C=C/C2C=CC=CC=2)=O)=CC=1.[Pd].[Pd]. The product is [Cl:18][C:12]1[CH:13]=[CH:14][CH:15]=[C:16]([Cl:17])[C:11]=1[C:9]1[S:8][C:7]2[C:2]([NH:26][C:24]3[CH:23]=[C:22]([CH3:27])[N:21]=[C:20]([CH3:19])[N:25]=3)=[N:3][CH:4]=[CH:5][C:6]=2[N:10]=1. The yield is 0.210. (2) The reactants are [NH:1]1[CH2:6][CH2:5][S:4][CH2:3][C@H:2]1[C:7]([OH:9])=O.Cl[C:11]1[C:20]([N+:21]([O-])=O)=[CH:19][C:14]([C:15]([O:17][CH3:18])=[O:16])=[CH:13][N:12]=1.C(=O)([O-])[O-].[K+].[K+]. The catalyst is C1COCC1.C(Cl)Cl.[Pt].[NH4+].[O-][V](=O)=O.P(OC1C=CC=CC=1)(OC1C=CC=CC=1)OC1C=CC=CC=1. The product is [O:9]=[C:7]1[NH:21][C:20]2[CH:19]=[C:14]([C:15]([O:17][CH3:18])=[O:16])[CH:13]=[N:12][C:11]=2[N:1]2[CH2:6][CH2:5][S:4][CH2:3][C@@H:2]12. The yield is 0.520. (3) The reactants are [Br:1][C:2]1[CH:3]=[N:4][C:5]([C:8]2[CH:13]=[CH:12][C:11]([CH2:14][C@H:15]([NH:19][C:20](=[O:31])[C:21]3[CH:26]=[CH:25][C:24]([C:27]([CH3:30])([CH3:29])[CH3:28])=[CH:23][CH:22]=3)[C:16]([OH:18])=O)=[CH:10][CH:9]=2)=[N:6][CH:7]=1.[NH2:32][C@@H:33]([C:35]([O:37][C:38]([CH3:41])([CH3:40])[CH3:39])=[O:36])[CH3:34].CCN(CC)CC.CN(C(ON1N=NC2C=CC=NC1=2)=[N+](C)C)C.F[P-](F)(F)(F)(F)F. The catalyst is CN(C=O)C. The product is [Br:1][C:2]1[CH:3]=[N:4][C:5]([C:8]2[CH:13]=[CH:12][C:11]([CH2:14][C@H:15]([NH:19][C:20](=[O:31])[C:21]3[CH:22]=[CH:23][C:24]([C:27]([CH3:28])([CH3:29])[CH3:30])=[CH:25][CH:26]=3)[C:16]([NH:32][C@@H:33]([C:35]([O:37][C:38]([CH3:41])([CH3:40])[CH3:39])=[O:36])[CH3:34])=[O:18])=[CH:10][CH:9]=2)=[N:6][CH:7]=1. The yield is 0.760. (4) The reactants are [NH2:1][CH2:2][C:3]1[C:4]([F:21])=[C:5]([O:10][C:11]2[CH:12]=[C:13]([CH:16]=[C:17]([CH:19]=[CH2:20])[CH:18]=2)[C:14]#[N:15])[C:6]([Cl:9])=[CH:7][CH:8]=1.[Cl:22][C:23]1[N:24]=[CH:25][N:26]([CH2:31][O:32][CH2:33][CH2:34][Si:35]([CH3:38])([CH3:37])[CH3:36])[C:27]=1[C:28](O)=[O:29].C1C=CC2N(O)N=NC=2C=1.C(Cl)CCl. The catalyst is CN(C=O)C.CCOC(C)=O. The product is [Cl:22][C:23]1[N:24]=[CH:25][N:26]([CH2:31][O:32][CH2:33][CH2:34][Si:35]([CH3:38])([CH3:37])[CH3:36])[C:27]=1[C:28]([NH:1][CH2:2][C:3]1[CH:8]=[CH:7][C:6]([Cl:9])=[C:5]([O:10][C:11]2[CH:18]=[C:17]([CH:19]=[CH2:20])[CH:16]=[C:13]([C:14]#[N:15])[CH:12]=2)[C:4]=1[F:21])=[O:29]. The yield is 0.960. (5) The catalyst is ClCCl. The product is [O:16]=[C:17]1[CH2:18][CH2:19][C:20]([NH:29][C:9](=[O:10])[O:11][C:12]([CH3:13])([CH3:14])[CH3:15])([C:23]2[CH:28]=[CH:27][CH:26]=[CH:25][CH:24]=2)[CH2:21][CH2:22]1. The yield is 0.560. The reactants are [C:9](O[C:9]([O:11][C:12]([CH3:15])([CH3:14])[CH3:13])=[O:10])([O:11][C:12]([CH3:15])([CH3:14])[CH3:13])=[O:10].[O:16]=[C:17]1[CH2:22][CH2:21][C:20]([NH2:29])([C:23]2[CH:28]=[CH:27][CH:26]=[CH:25][CH:24]=2)[CH2:19][CH2:18]1. (6) The reactants are [C:1]1([C:7]2[CH:16]=[CH:15][C:14]3[C:9](=[CH:10][CH:11]=[CH:12][CH:13]=3)[N:8]=2)[CH:6]=[CH:5][CH:4]=[CH:3][CH:2]=1. The catalyst is C(O)(C(F)(F)F)=O.O=[Pt]=O. The product is [C:1]1([C:7]2[CH:16]=[CH:15][C:14]3[CH2:13][CH2:12][CH2:11][CH2:10][C:9]=3[N:8]=2)[CH:2]=[CH:3][CH:4]=[CH:5][CH:6]=1. The yield is 0.800. (7) The reactants are [CH3:1][C:2]1([CH3:13])[CH2:7][C:6]([CH3:9])([CH3:8])[CH2:5][C:4](=[CH:10][C:11]#[N:12])[CH2:3]1.[C:14](C(P(=O)(OCC)OCC)C)#N. No catalyst specified. The product is [CH3:1][C:2]1([CH3:13])[CH2:7][C:6]([CH3:8])([CH3:9])[CH2:5][C:4](=[C:10]([CH3:14])[C:11]#[N:12])[CH2:3]1. The yield is 0.410.